Dataset: Forward reaction prediction with 1.9M reactions from USPTO patents (1976-2016). Task: Predict the product of the given reaction. (1) Given the reactants [C:1]([CH2:4][CH2:5][C:6]1[C:18]([CH2:19][CH2:20][CH2:21][CH2:22][CH2:23][CH2:24][O:25][C:26]2[CH:31]=[C:30]([C:32]3[CH:36]=[CH:35][S:34][CH:33]=3)[CH:29]=[C:28]([C:37](=[O:41])[N:38]([CH3:40])C)[CH:27]=2)=[CH:17][CH:16]=[CH:15][C:7]=1[O:8][CH2:9][CH2:10][CH2:11][C:12]([OH:14])=[O:13])([OH:3])=[O:2].[CH2:42](OC(CCC1C(OCCCC(OCC)=O)=CC=CC=1CCCCCCOC1C=C(C=C(C2C=CSC=2)C=1)C(O)=O)=O)C.C(N)C, predict the reaction product. The product is: [C:1]([CH2:4][CH2:5][C:6]1[C:18]([CH2:19][CH2:20][CH2:21][CH2:22][CH2:23][CH2:24][O:25][C:26]2[CH:31]=[C:30]([C:32]3[CH:36]=[CH:35][S:34][CH:33]=3)[CH:29]=[C:28]([C:37](=[O:41])[NH:38][CH2:40][CH3:42])[CH:27]=2)=[CH:17][CH:16]=[CH:15][C:7]=1[O:8][CH2:9][CH2:10][CH2:11][C:12]([OH:14])=[O:13])([OH:3])=[O:2]. (2) Given the reactants [CH3:1][O:2][C:3](=[O:25])[CH2:4][C:5]1[CH:6]=[C:7]([C:13]2[CH:18]=[CH:17][C:16]([C:19]([F:22])([F:21])[F:20])=[CH:15][C:14]=2[CH:23]=O)[C:8]([O:11][CH3:12])=[CH:9][CH:10]=1.[NH2:26][C:27]1[CH:32]=[CH:31][CH:30]=[CH:29][C:28]=1[OH:33], predict the reaction product. The product is: [CH3:1][O:2][C:3](=[O:25])[CH2:4][C:5]1[CH:6]=[C:7]([C:13]2[CH:18]=[CH:17][C:16]([C:19]([F:21])([F:22])[F:20])=[CH:15][C:14]=2[CH2:23][NH:26][C:27]2[CH:32]=[CH:31][CH:30]=[CH:29][C:28]=2[OH:33])[C:8]([O:11][CH3:12])=[CH:9][CH:10]=1. (3) Given the reactants [CH2:1]([O:8][C:9]1[CH:10]=[CH:11][C:12]([O:19][CH3:20])=[C:13]([NH:15][C:16]([NH2:18])=[S:17])[CH:14]=1)[C:2]1[CH:7]=[CH:6][CH:5]=[CH:4][CH:3]=1.COC1C=C(C2C=CC=CC=2)C2SC(N)=NC=2C=1, predict the reaction product. The product is: [CH2:1]([O:8][C:9]1[C:14]2[S:17][C:16]([NH2:18])=[N:15][C:13]=2[C:12]([O:19][CH3:20])=[CH:11][CH:10]=1)[C:2]1[CH:3]=[CH:4][CH:5]=[CH:6][CH:7]=1. (4) The product is: [NH2:28][C:26]([CH2:25][O:24][C:23]1[CH:29]=[CH:30][CH:31]=[C:32]([O:33][CH3:34])[C:22]=1[C:20]1[N:12]=[C:13]2[CH:18]=[CH:17][C:16]([F:19])=[CH:15][N:14]2[C:10]=1[NH:9][C:3]1[C:4]([CH3:8])=[CH:5][CH:6]=[CH:7][C:2]=1[CH3:1])=[O:27]. Given the reactants [CH3:1][C:2]1[CH:7]=[CH:6][CH:5]=[C:4]([CH3:8])[C:3]=1[NH:9][CH:10]=O.[NH2:12][C:13]1[CH:18]=[CH:17][C:16]([F:19])=[CH:15][N:14]=1.[CH:20]([C:22]1[C:32]([O:33][CH3:34])=[CH:31][CH:30]=[CH:29][C:23]=1[O:24][CH2:25][C:26]([NH2:28])=[O:27])=O.C(P1(=O)OP(CCC)(=O)OP(CCC)(=O)O1)CC.CCCP(=O)=O, predict the reaction product. (5) Given the reactants [Cl:1][C:2]1[CH:10]=[C:9](I)[C:5]2[O:6][CH2:7][O:8][C:4]=2[C:3]=1[NH:12][C:13]1[C:22]2[C:17](=[CH:18][C:19]([O:25][CH2:26][CH2:27][CH2:28][N:29]3[CH2:34][CH2:33][N:32]([CH3:35])[C:31](=[O:36])[CH2:30]3)=[C:20]([O:23][CH3:24])[CH:21]=2)[N:16]=[CH:15][N:14]=1.[CH3:37][N:38]([CH3:45])[C:39]([NH:41][CH2:42][C:43]#[CH:44])=[O:40].C(NC(C)C)(C)C.CN(C=O)C, predict the reaction product. The product is: [Cl:1][C:2]1[CH:10]=[C:9]([C:44]#[C:43][CH2:42][NH:41][C:39](=[O:40])[N:38]([CH3:45])[CH3:37])[C:5]2[O:6][CH2:7][O:8][C:4]=2[C:3]=1[NH:12][C:13]1[C:22]2[C:17](=[CH:18][C:19]([O:25][CH2:26][CH2:27][CH2:28][N:29]3[CH2:34][CH2:33][N:32]([CH3:35])[C:31](=[O:36])[CH2:30]3)=[C:20]([O:23][CH3:24])[CH:21]=2)[N:16]=[CH:15][N:14]=1. (6) Given the reactants [N:1]1([C:8]2[C:17]([C:18]3[CH:23]=[CH:22][CH:21]=[CH:20][CH:19]=3)=[N:16][C:15]3[C:10](=[CH:11][CH:12]=[C:13]([C:24]([O:26]C)=[O:25])[CH:14]=3)[N:9]=2)[CH2:7][CH2:6][CH2:5][CH2:4][CH2:3][CH2:2]1.[OH-].[Na+].Cl, predict the reaction product. The product is: [N:1]1([C:8]2[C:17]([C:18]3[CH:23]=[CH:22][CH:21]=[CH:20][CH:19]=3)=[N:16][C:15]3[C:10](=[CH:11][CH:12]=[C:13]([C:24]([OH:26])=[O:25])[CH:14]=3)[N:9]=2)[CH2:2][CH2:3][CH2:4][CH2:5][CH2:6][CH2:7]1. (7) Given the reactants [Br:1][C:2]1[CH:7]=[CH:6][C:5]([C:8]2[S:9][CH:10]=[CH:11][C:12]=2[NH2:13])=[CH:4][CH:3]=1.C1CCN2C(=NCCC2)CC1.[CH:25]([S:28](Cl)(=[O:30])=[O:29])([CH3:27])[CH3:26], predict the reaction product. The product is: [Br:1][C:2]1[CH:7]=[CH:6][C:5]([C:8]2[S:9][CH:10]=[CH:11][C:12]=2[NH:13][S:28]([CH:25]([CH3:27])[CH3:26])(=[O:30])=[O:29])=[CH:4][CH:3]=1.